Dataset: HIV replication inhibition screening data with 41,000+ compounds from the AIDS Antiviral Screen. Task: Binary Classification. Given a drug SMILES string, predict its activity (active/inactive) in a high-throughput screening assay against a specified biological target. (1) The molecule is Cc1cc(NS(=O)(=O)c2ccc(NC(=O)c3cccc4c(Nc5ccc(S(N)(=O)=O)cc5)c5ccccc5nc34)cc2)no1. The result is 0 (inactive). (2) The molecule is CC(C)(C)SSC(=S)C(c1ccccc1)c1ccccc1. The result is 0 (inactive). (3) The compound is O=C(Nc1ccccc1)N1CC(CN2CCN(c3ccccc3)CC2)OC1=O. The result is 0 (inactive). (4) The molecule is COC(=O)C(CSSCC(C(=O)NC(Cc1ccccc1)C(=O)NCC(=O)OC(C)(C)C)N1C(=O)CCC1=O)NC(=O)OCc1ccccc1. The result is 0 (inactive). (5) The drug is CCN(CC)C(C)(O)CN. The result is 0 (inactive).